This data is from Full USPTO retrosynthesis dataset with 1.9M reactions from patents (1976-2016). The task is: Predict the reactants needed to synthesize the given product. (1) Given the product [F:47][C:48]1[CH:53]=[CH:52][C:51]([C:19]2[CH:18]=[CH:17][N:16]=[CH:15][C:14]=2[N:7]([CH2:8][C:9]2([CH3:13])[CH2:12][O:11][CH2:10]2)[C:6](=[O:21])[O:5][C:1]([CH3:4])([CH3:3])[CH3:2])=[C:50]([O:57][CH3:58])[CH:49]=1, predict the reactants needed to synthesize it. The reactants are: [C:1]([O:5][C:6](=[O:21])[N:7]([C:14]1[CH:15]=[N:16][CH:17]=[CH:18][C:19]=1I)[CH2:8][C:9]1([CH3:13])[CH2:12][O:11][CH2:10]1)([CH3:4])([CH3:3])[CH3:2].C([O-])([O-])=O.[Na+].[Na+].C1(P(C2C=CC=CC=2)C2C=CC=CC=2)C=CC=CC=1.[F:47][C:48]1[CH:53]=[CH:52][C:51](B(O)O)=[C:50]([O:57][CH3:58])[CH:49]=1.[NH4+].[Cl-]. (2) Given the product [Cl:1][C:2]1[CH:3]=[CH:4][C:5]([C:8]2[S:9][CH:10]=[C:11]([CH2:13][S:14][C:15]3[C:20]([C:21]#[N:22])=[C:19]([C:23]4[CH:28]=[CH:27][C:26]([O:29][CH2:30][CH2:31][OH:32])=[CH:25][CH:24]=4)[C:18]([C:33]#[N:34])=[C:17]([NH:38][CH2:35][CH2:36][CH3:37])[N:16]=3)[N:12]=2)=[CH:6][CH:7]=1, predict the reactants needed to synthesize it. The reactants are: [Cl:1][C:2]1[CH:7]=[CH:6][C:5]([C:8]2[S:9][CH:10]=[C:11]([CH2:13][S:14][C:15]3[C:20]([C:21]#[N:22])=[C:19]([C:23]4[CH:28]=[CH:27][C:26]([O:29][CH2:30][CH2:31][OH:32])=[CH:25][CH:24]=4)[C:18]([C:33]#[N:34])=[CH:17][N:16]=3)[N:12]=2)=[CH:4][CH:3]=1.[CH2:35]([NH2:38])[CH2:36][CH3:37]. (3) Given the product [C:1]([N:4]1[CH2:5][CH2:6][N:7]([C:10]2[CH:11]=[CH:12][C:13]([C:14]([NH:20][C:21]3[CH:22]=[C:23]([CH2:33][CH2:34][C:35]4[CH:40]=[C:39]([O:41][CH3:42])[CH:38]=[C:37]([O:43][CH3:44])[CH:36]=4)[NH:24][N:25]=3)=[O:16])=[CH:18][CH:19]=2)[CH2:8][CH2:9]1)(=[O:3])[CH3:2], predict the reactants needed to synthesize it. The reactants are: [C:1]([N:4]1[CH2:9][CH2:8][N:7]([C:10]2[CH:19]=[CH:18][C:13]([C:14]([O:16]C)=O)=[CH:12][CH:11]=2)[CH2:6][CH2:5]1)(=[O:3])[CH3:2].[NH2:20][C:21]1[N:25](C(OC(C)(C)C)=O)[N:24]=[C:23]([CH2:33][CH2:34][C:35]2[CH:40]=[C:39]([O:41][CH3:42])[CH:38]=[C:37]([O:43][CH3:44])[CH:36]=2)[CH:22]=1.C[Si]([N-][Si](C)(C)C)(C)C.[Na+].